This data is from Full USPTO retrosynthesis dataset with 1.9M reactions from patents (1976-2016). The task is: Predict the reactants needed to synthesize the given product. (1) The reactants are: [CH3:1][CH:2](O)[CH3:3].[H][H].[CH3:7][CH2:8][CH2:9][CH2:10]CC. Given the product [CH4:1].[CH3:7][CH3:8].[CH3:1][CH2:2][CH3:3].[CH3:7][CH2:8][CH2:9][CH3:10], predict the reactants needed to synthesize it. (2) Given the product [N:44]12[CH2:51][CH2:50][CH:47]([CH2:48][CH2:49]1)[C@@H:46]([NH:52][C:53]([C:55]1[CH:56]=[C:57]3[C:63]([CH:64]=[CH2:65])=[CH:62][O:61][C:58]3=[CH:59][N:60]=1)=[O:54])[CH2:45]2, predict the reactants needed to synthesize it. The reactants are: CC1N=C(C(N[C@@H]2C3CCN(CC3)C2)=O)C=C2C=COC=12.COC1N=C(C(N[C@@H]2C3CCN(CC3)C2)=O)C=C2C=COC=12.[N:44]12[CH2:51][CH2:50][CH:47]([CH2:48][CH2:49]1)[C@@H:46]([NH:52][C:53]([C:55]1[CH:56]=[C:57]3[C:63]([C:64]#[CH:65])=[CH:62][O:61][C:58]3=[CH:59][N:60]=1)=[O:54])[CH2:45]2.N12CCC(CC1)[C@@H](NC(C1C=C3C(C#CC)=COC3=CN=1)=O)C2. (3) Given the product [F:3][C:4]1[CH:5]=[C:6]([CH:18]=[CH:19][CH:20]=1)[CH2:7][C:8]1[NH:9][C:10]([C:13]([OH:15])=[O:14])=[N:11][N:12]=1, predict the reactants needed to synthesize it. The reactants are: [Li+].[OH-].[F:3][C:4]1[CH:5]=[C:6]([CH:18]=[CH:19][CH:20]=1)[CH2:7][C:8]1[NH:9][C:10]([C:13]([O:15]CC)=[O:14])=[N:11][N:12]=1. (4) Given the product [N+:1]([C:4]1[CH:5]=[CH:6][C:7]([CH2:10][CH2:11][C:12]2[O:13][CH:16]=[C:17]([C:19]3[CH:28]=[CH:27][C:26]4[C:25]([CH3:30])([CH3:29])[CH2:24][CH2:23][C:22]([CH3:32])([CH3:31])[C:21]=4[CH:20]=3)[N:14]=2)=[CH:8][CH:9]=1)([O-:3])=[O:2], predict the reactants needed to synthesize it. The reactants are: [N+:1]([C:4]1[CH:9]=[CH:8][C:7]([CH2:10][CH2:11][C:12]([NH2:14])=[O:13])=[CH:6][CH:5]=1)([O-:3])=[O:2].Br[CH2:16][C:17]([C:19]1[CH:28]=[CH:27][C:26]2[C:25]([CH3:30])([CH3:29])[CH2:24][CH2:23][C:22]([CH3:32])([CH3:31])[C:21]=2[CH:20]=1)=O. (5) Given the product [F:8][CH:2]([F:1])[C:3](=[O:5])[CH2:22][C:21]([C:18]1[CH:19]=[CH:20][C:15]([Cl:14])=[CH:16][CH:17]=1)=[O:23], predict the reactants needed to synthesize it. The reactants are: [F:1][CH:2]([F:8])[C:3]([O:5]CC)=O.C[O-].[Na+].CO.[Cl:14][C:15]1[CH:20]=[CH:19][C:18]([C:21](=[O:23])[CH3:22])=[CH:17][CH:16]=1.Cl. (6) Given the product [Cl:1][C:2]1[CH:3]=[C:4]2[NH:10][C:9]([C:21]3[CH:26]=[CH:25][N:24]=[C:23]([NH:27][CH3:28])[CH:22]=3)=[C:8]([C:32]3[CH:37]=[CH:36][C:35]([F:38])=[CH:34][N:33]=3)[C:5]2=[N:6][CH:7]=1, predict the reactants needed to synthesize it. The reactants are: [Cl:1][C:2]1[CH:3]=[C:4]2[N:10](S(C3C=CC(C)=CC=3)(=O)=O)[C:9]([C:21]3[CH:26]=[CH:25][N:24]=[C:23]([N:27](C)[C:28](=O)C)[CH:22]=3)=[C:8]([C:32]3[CH:37]=[CH:36][C:35]([F:38])=[CH:34][N:33]=3)[C:5]2=[N:6][CH:7]=1.[Li+].[OH-].CC#N. (7) Given the product [F:1][C:2]1[C:3]([CH2:14][N:15]([CH3:23])[C:16](=[O:22])[O:17][C:18]([CH3:19])([CH3:20])[CH3:21])=[CH:4][N:5]([S:47]([C:45]2[CH:44]=[N:43][N:42]([CH3:41])[CH:46]=2)(=[O:49])=[O:48])[C:6]=1[C:7]1[C:8]([F:13])=[N:9][CH:10]=[CH:11][CH:12]=1, predict the reactants needed to synthesize it. The reactants are: [F:1][C:2]1[C:3]([CH2:14][N:15]([CH3:23])[C:16](=[O:22])[O:17][C:18]([CH3:21])([CH3:20])[CH3:19])=[CH:4][NH:5][C:6]=1[C:7]1[C:8]([F:13])=[N:9][CH:10]=[CH:11][CH:12]=1.[H-].[Na+].C1OCCOCCOCCOCCOC1.[CH3:41][N:42]1[CH:46]=[C:45]([S:47](Cl)(=[O:49])=[O:48])[CH:44]=[N:43]1. (8) Given the product [C:1]([C:5]1[CH:6]=[C:7]([NH2:15])[C:8]2[O:12][C:11]([CH3:13])=[N:10][C:9]=2[CH:14]=1)([CH3:4])([CH3:2])[CH3:3], predict the reactants needed to synthesize it. The reactants are: [C:1]([C:5]1[CH:6]=[C:7]([N+:15]([O-])=O)[C:8]2[O:12][C:11]([CH3:13])=[N:10][C:9]=2[CH:14]=1)([CH3:4])([CH3:3])[CH3:2]. (9) Given the product [F:45][C:4]([F:3])([F:46])[C:5]1[CH:6]=[C:7]([C:15]([CH3:44])([CH3:43])[C:16]([N:18]([C:20]2[CH:21]=[N:22][C:23]([N:35]3[CH2:39][C@H:38]([OH:40])[CH2:37][C@H:36]3[CH2:41][OH:42])=[CH:24][C:25]=2[C:26]2[CH:31]=[CH:30][C:29]([F:32])=[CH:28][C:27]=2[CH2:33][OH:34])[CH3:19])=[O:17])[CH:8]=[C:9]([C:11]([F:12])([F:13])[F:14])[CH:10]=1, predict the reactants needed to synthesize it. The reactants are: [BH4-].[Na+].[F:3][C:4]([F:46])([F:45])[C:5]1[CH:6]=[C:7]([C:15]([CH3:44])([CH3:43])[C:16]([N:18]([C:20]2[CH:21]=[N:22][C:23]([N:35]3[CH2:39][C@H:38]([OH:40])[CH2:37][C@H:36]3[CH2:41][OH:42])=[CH:24][C:25]=2[C:26]2[CH:31]=[CH:30][C:29]([F:32])=[CH:28][C:27]=2[CH:33]=[O:34])[CH3:19])=[O:17])[CH:8]=[C:9]([C:11]([F:14])([F:13])[F:12])[CH:10]=1.